Dataset: Peptide-MHC class II binding affinity with 134,281 pairs from IEDB. Task: Regression. Given a peptide amino acid sequence and an MHC pseudo amino acid sequence, predict their binding affinity value. This is MHC class II binding data. (1) The binding affinity (normalized) is 0.402. The MHC is DRB1_1001 with pseudo-sequence DRB1_1001. The peptide sequence is RRCKNIPQPVRALLE. (2) The peptide sequence is KSMKVTVAFNQFGPN. The MHC is DRB1_1501 with pseudo-sequence DRB1_1501. The binding affinity (normalized) is 0.497.